The task is: Regression. Given a target protein amino acid sequence and a drug SMILES string, predict the binding affinity score between them. We predict pIC50 (pIC50 = -log10(IC50 in M); higher means more potent). Dataset: bindingdb_ic50.. This data is from Drug-target binding data from BindingDB using IC50 measurements. The small molecule is C=CCOc1cccc2c1C(=O)C=CC21Oc2cccc3cccc(c23)O1. The target protein (Q86VQ6) has sequence MERSPPQSPGPGKAGDAPNRRSGHVRGARVLSPPGRRARLSSPGPSRSSEAREELRRHLVGLIERSRVVIFSKSYCPHSTRVKELFSSLGVECNVLELDQVDDGARVQEVLSEITNQKTVPNIFVNKVHVGGCDQTFQAYQSGLLQKLLQEDLAYDYDLIIIGGGSGGLSCAKEAAILGKKVMVLDFVVPSPQGTSWGLGGTCVNVGCIPKKLMHQAALLGQALCDSRKFGWEYNQQVRHNWETMTKAIQNHISSLNWGYRLSLREKAVAYVNSYGEFVEHHKIKATNKKGQETYYTAAQFVIATGERPRYLGIQGDKEYCITSDDLFSLPYCPGKTLVVGASYVALECAGFLAGFGLDVTVMVRSILLRGFDQEMAEKVGSYMEQHGVKFLRKFIPVMVQQLEKGSPGKLKVLAKSTEGTETIEGVYNTVLLAIGRDSCTRKIGLEKIGVKINEKSGKIPVNDVEQTNVPYVYAVGDILEDKPELTPVAIQSGKLLAQR.... The pIC50 is 4.6.